This data is from Full USPTO retrosynthesis dataset with 1.9M reactions from patents (1976-2016). The task is: Predict the reactants needed to synthesize the given product. (1) Given the product [CH2:21]([NH:28][CH2:4][C:3]1[CH:6]=[CH:7][C:8]([C:11]2[C:20]3[C:15](=[CH:16][CH:17]=[CH:18][CH:19]=3)[CH:14]=[CH:13][CH:12]=2)=[C:9]([Cl:10])[C:2]=1[Cl:1])[C:22]1[CH:27]=[CH:26][CH:25]=[CH:24][CH:23]=1, predict the reactants needed to synthesize it. The reactants are: [Cl:1][C:2]1[C:9]([Cl:10])=[C:8]([C:11]2[C:20]3[C:15](=[CH:16][CH:17]=[CH:18][CH:19]=3)[CH:14]=[CH:13][CH:12]=2)[CH:7]=[CH:6][C:3]=1[CH:4]=O.[CH2:21]([NH2:28])[C:22]1[CH:27]=[CH:26][CH:25]=[CH:24][CH:23]=1.C(O)(=O)C.C(O[BH-](OC(=O)C)OC(=O)C)(=O)C.[Na+].C([O-])(O)=O.[Na+]. (2) Given the product [CH3:38][O:37][C:32]1[CH:33]=[CH:34][CH:35]=[CH:36][C:31]=1[C:29]#[C:30][C:7]1[CH2:16][CH2:15][C:14]2[CH:13]=[C:12]([C@H:17]3[CH2:26][CH2:25][C@@:19]4([NH:23][C:22](=[O:24])[O:21][CH2:20]4)[CH2:18]3)[CH:11]=[CH:10][C:9]=2[CH:8]=1, predict the reactants needed to synthesize it. The reactants are: FC(F)(F)S(O[C:7]1[CH2:16][CH2:15][C:14]2[C:9](=[CH:10][CH:11]=[C:12]([C@H:17]3[CH2:26][CH2:25][C@@:19]4([NH:23][C:22](=[O:24])[O:21][CH2:20]4)[CH2:18]3)[CH:13]=2)[CH:8]=1)(=O)=O.[C:29]([C:31]1[CH:36]=[CH:35][CH:34]=[CH:33][C:32]=1[O:37][CH3:38])#[CH:30]. (3) Given the product [CH3:38][C@@:28]([S:34]([CH3:37])(=[O:35])=[O:36])([CH2:27][CH2:26][N:1]1[CH:5]=[C:4]([C:6]2[CH:11]=[N:10][CH:9]=[CH:8][N:7]=2)[CH:3]=[N:2]1)[C:29]([O:31][CH2:32][CH3:33])=[O:30], predict the reactants needed to synthesize it. The reactants are: [NH:1]1[CH:5]=[C:4]([C:6]2[CH:11]=[N:10][CH:9]=[CH:8][N:7]=2)[CH:3]=[N:2]1.C(=O)([O-])[O-].[Cs+].[Cs+].S([O-])([O-])(=O)=O.[Na+].[Na+].Br[CH2:26][CH2:27][C@@:28]([CH3:38])([S:34]([CH3:37])(=[O:36])=[O:35])[C:29]([O:31][CH2:32][CH3:33])=[O:30]. (4) The reactants are: [NH2:1][C:2]1[C:13]([F:14])=[C:12](F)[C:11]2=[C:16]3[C:3]=1[C:4](=[O:19])[NH:5][C:6](=[O:18])[N:7]3[CH:8]([CH3:17])[CH2:9][O:10]2.[C:20]([O:24][C:25](=[O:27])[NH2:26])([CH3:23])([CH3:22])[CH3:21].C([N:30]([CH2:33][CH3:34])[CH2:31][CH3:32])C.[C:35](#N)[CH3:36]. Given the product [C:20]([O:24][C:25](=[O:27])[NH:26][C@H:35]([C@@H:34]1[CH2:32][CH2:31][N:30]([C:12]2[C:11]3=[C:16]4[C:3]([C:4](=[O:19])[NH:5][C:6](=[O:18])[N:7]4[CH:8]([CH3:17])[CH2:9][O:10]3)=[C:2]([NH2:1])[C:13]=2[F:14])[CH2:33]1)[CH3:36])([CH3:23])([CH3:22])[CH3:21], predict the reactants needed to synthesize it. (5) Given the product [CH3:11][O:12][CH:13]([O:17][CH3:18])[CH:14]([NH:10][CH2:9][C:5]1[CH:6]=[CH:7][CH:8]=[C:3]([O:2][CH3:1])[CH:4]=1)[CH3:15], predict the reactants needed to synthesize it. The reactants are: [CH3:1][O:2][C:3]1[CH:4]=[C:5]([CH2:9][NH2:10])[CH:6]=[CH:7][CH:8]=1.[CH3:11][O:12][CH:13]([O:17][CH3:18])[C:14](=O)[CH3:15].S([O-])([O-])(=O)=O.[Na+].[Na+].C(O[BH-](OC(=O)C)OC(=O)C)(=O)C.[Na+]. (6) Given the product [CH2:1]([O:3][C:4](=[O:25])[CH2:5][CH2:6][N:7]([C:14]([C:15]1[CH:20]=[CH:19][C:18]2[N:21]([CH3:42])[C:22]([CH:32]([Cl:41])[Cl:31])=[N:23][C:17]=2[CH:16]=1)=[O:24])[C:8]1[CH:13]=[CH:12][CH:11]=[CH:10][N:9]=1)[CH3:2], predict the reactants needed to synthesize it. The reactants are: [CH2:1]([O:3][C:4](=[O:25])[CH2:5][CH2:6][N:7]([C:14](=[O:24])[C:15]1[CH:20]=[CH:19][C:18]([NH:21][CH3:22])=[C:17]([NH2:23])[CH:16]=1)[C:8]1[CH:13]=[CH:12][CH:11]=[CH:10][N:9]=1)[CH3:2].C(OC)(=O)C.[Cl:31][CH:32]([Cl:41])C(OC(=O)C(Cl)Cl)=O.[C:42](=O)([O-])[O-].[K+].[K+].C(=O)([O-])[O-].[Na+].[Na+].C(=O)([O-])[O-].[Li+].[Li+].C(=O)([O-])[O-].[Cs+].[Cs+].C(=O)(O)[O-].[Na+].C(=O)(O)[O-].[K+].CN1CCOCC1.